This data is from Full USPTO retrosynthesis dataset with 1.9M reactions from patents (1976-2016). The task is: Predict the reactants needed to synthesize the given product. (1) Given the product [NH2:20][C:18]1[CH:17]=[C:10]([CH:9]=[C:8]([C:6]2[CH:5]=[CH:4][N:3]=[C:2]([CH3:1])[CH:7]=2)[CH:19]=1)[O:11][CH2:12][C:13]([O:15][CH3:16])=[O:14], predict the reactants needed to synthesize it. The reactants are: [CH3:1][C:2]1[CH:7]=[C:6]([C:8]2[CH:9]=[C:10]([CH:17]=[C:18]([N+:20]([O-])=O)[CH:19]=2)[O:11][CH2:12][C:13]([O:15][CH3:16])=[O:14])[CH:5]=[CH:4][N:3]=1.[NH4+].[OH-].CO. (2) The reactants are: [Br:1][C:2]1[CH:11]=[C:10]2[C:5]([C:6]([NH:16][CH2:17][C:18]([CH3:21])([OH:20])[CH3:19])=[C:7]([N+:13]([O-])=O)[C:8]([Cl:12])=[N:9]2)=[CH:4][CH:3]=1. Given the product [NH2:13][C:7]1[C:8]([Cl:12])=[N:9][C:10]2[C:5]([C:6]=1[NH:16][CH2:17][C:18]([CH3:21])([OH:20])[CH3:19])=[CH:4][CH:3]=[C:2]([Br:1])[CH:11]=2, predict the reactants needed to synthesize it. (3) Given the product [C:2]([C:3]1[N:8]=[C:7]([C:10]([O:12][CH2:13][CH3:14])=[O:11])[CH:6]=[CH:5][CH:4]=1)([CH3:17])([CH3:16])[CH3:1], predict the reactants needed to synthesize it. The reactants are: [CH3:1][C:2]([CH3:17])([CH3:16])[C:3](=O)[CH2:4][CH:5]1O[N:8]=[C:7]([C:10]([O:12][CH2:13][CH3:14])=[O:11])[CH2:6]1.[H+].[B-](F)(F)(F)F. (4) The reactants are: [N:1]1([CH2:6][CH2:7][CH2:8][O:9][C:10]2[CH:18]=[CH:17][C:16]3[N:15]4[CH2:19][CH2:20][CH2:21][NH:22][C:23](=[O:24])[C:14]4=[CH:13][C:12]=3[CH:11]=2)[CH2:5][CH2:4][CH2:3][CH2:2]1.[CH3:25][O:26][CH2:27][CH2:28]Br.[H-].[Na+]. Given the product [CH3:25][O:26][CH2:27][CH2:28][N:22]1[CH2:21][CH2:20][CH2:19][N:15]2[C:16]3[CH:17]=[CH:18][C:10]([O:9][CH2:8][CH2:7][CH2:6][N:1]4[CH2:5][CH2:4][CH2:3][CH2:2]4)=[CH:11][C:12]=3[CH:13]=[C:14]2[C:23]1=[O:24], predict the reactants needed to synthesize it. (5) The reactants are: C(OC[N:10]1[N:14]=[N:13][C:12]([C:15]2[S:16][C:17]([C:21]([NH:23][CH2:24][C:25]3[CH:26]=[N:27][CH:28]=[CH:29][CH:30]=3)=[O:22])=[C:18]([CH3:20])[N:19]=2)=[N:11]1)C1C=CC=CC=1. Given the product [CH3:20][C:18]1[N:19]=[C:15]([C:12]2[N:13]=[N:14][NH:10][N:11]=2)[S:16][C:17]=1[C:21]([NH:23][CH2:24][C:25]1[CH:26]=[N:27][CH:28]=[CH:29][CH:30]=1)=[O:22], predict the reactants needed to synthesize it.